From a dataset of Full USPTO retrosynthesis dataset with 1.9M reactions from patents (1976-2016). Predict the reactants needed to synthesize the given product. Given the product [CH:27]([O:30][C:31]1[CH:36]=[CH:35][C:34]([N:3]2[C:4](=[O:26])[C:5]([CH2:11][C:12]3[CH:17]=[CH:16][C:15]([C:18]4[C:19]([C:24]#[N:25])=[CH:20][CH:21]=[CH:22][CH:23]=4)=[CH:14][CH:13]=3)=[C:6]([CH2:8][CH2:9][CH3:10])[N:7]=[C:2]2[CH3:1])=[CH:33][C:32]=1[CH3:40])([CH3:29])[CH3:28], predict the reactants needed to synthesize it. The reactants are: [CH3:1][C:2]1[NH:3][C:4](=[O:26])[C:5]([CH2:11][C:12]2[CH:17]=[CH:16][C:15]([C:18]3[C:19]([C:24]#[N:25])=[CH:20][CH:21]=[CH:22][CH:23]=3)=[CH:14][CH:13]=2)=[C:6]([CH2:8][CH2:9][CH3:10])[N:7]=1.[CH:27]([O:30][C:31]1[CH:36]=[CH:35][C:34](B(O)O)=[CH:33][C:32]=1[CH3:40])([CH3:29])[CH3:28].C(N(CC)CC)C.N1C=CC=CC=1.